From a dataset of Full USPTO retrosynthesis dataset with 1.9M reactions from patents (1976-2016). Predict the reactants needed to synthesize the given product. Given the product [Cl:1][CH2:2][CH2:3][O:4][S:11]([C:5]1[CH:10]=[CH:9][CH:8]=[CH:7][CH:6]=1)(=[O:13])=[O:12], predict the reactants needed to synthesize it. The reactants are: [Cl:1][CH2:2][CH2:3][OH:4].[C:5]1([S:11](Cl)(=[O:13])=[O:12])[CH:10]=[CH:9][CH:8]=[CH:7][CH:6]=1.N1C=CC=CC=1.